This data is from Full USPTO retrosynthesis dataset with 1.9M reactions from patents (1976-2016). The task is: Predict the reactants needed to synthesize the given product. (1) Given the product [OH:93][CH2:85][C@H:84]([NH:83][C:82]([N:15]1[CH2:16][C@H:17]([O:19][C:20]2[C:29]3[C:24](=[CH:25][C:26]([O:30][CH3:31])=[CH:27][CH:28]=3)[N:23]=[C:22]([C:32]3[CH:33]=[CH:34][CH:35]=[CH:36][CH:37]=3)[CH:21]=2)[CH2:18][C@H:14]1[C:12]([NH:11][C@:6]1([C:4]([OH:3])=[O:5])[CH2:8][C@H:7]1[CH:9]=[CH2:10])=[O:13])=[O:94])[C:92]1[CH:87]=[CH:88][CH:89]=[CH:90][CH:91]=1, predict the reactants needed to synthesize it. The reactants are: C([O:3][C:4]([C:6]1([NH:11][C:12]([CH:14]2[CH2:18][CH:17]([O:19][C:20]3[C:29]4[C:24](=[CH:25][C:26]([O:30][CH3:31])=[CH:27][CH:28]=4)[N:23]=[C:22]([C:32]4[CH:37]=[CH:36][CH:35]=[CH:34][CH:33]=4)[CH:21]=3)[CH2:16][NH:15]2)=[O:13])[CH2:8][CH:7]1[CH:9]=[CH2:10])=[O:5])C.C(OC(C1(NC(C2CC(OC3C4C(=CC(OC)=CC=4)N=C(C4C=CC=CC=4)C=3)CN2C(=O)NC([C:82](=[O:94])[NH:83][CH:84]2[C:92]3[C:87](=[CH:88][CH:89]=[CH:90][CH:91]=3)C[CH:85]2[OH:93])C(C)(C)C)=O)CC1C=C)=O)C.C1([C@H](CO)N)C=CC=CC=1.OC1CC2C(=CC=CC=2)C1NC(C(N1CC(OC2C3C(=CC(OC)=CC=3)C=C(C3C=CC=CC=3)C=2)CC1C1(C(O)=O)CC1C=C)C(C)(C)C)=O. (2) Given the product [CH3:7][NH:8][C:9]([N:27]1[C:28]([C:30]([F:31])([F:33])[F:32])=[CH:29][C:25]([O:24][C:15]2[CH:16]=[CH:17][C:18]([C:20]([F:23])([F:22])[F:21])=[CH:19][C:14]=2[N+:11]([O-:13])=[O:12])=[N:26]1)=[O:10], predict the reactants needed to synthesize it. The reactants are: C(=O)([O-])[O-].[K+].[K+].[CH3:7][N:8]=[C:9]=[O:10].[N+:11]([C:14]1[CH:19]=[C:18]([C:20]([F:23])([F:22])[F:21])[CH:17]=[CH:16][C:15]=1[O:24][C:25]1[CH:29]=[C:28]([C:30]([F:33])([F:32])[F:31])[NH:27][N:26]=1)([O-:13])=[O:12].Cl. (3) Given the product [CH2:1]([O:3][C:4]([C:6]1[O:7][C:8]2[CH:15]=[CH:14][CH:13]=[C:12]([CH2:16][Br:38])[C:9]=2[C:10]=1[CH3:11])=[O:5])[CH3:2], predict the reactants needed to synthesize it. The reactants are: [CH2:1]([O:3][C:4]([C:6]1[O:7][C:8]2[CH:15]=[CH:14][CH:13]=[C:12]([CH2:16]O)[C:9]=2[C:10]=1[CH3:11])=[O:5])[CH3:2].C1(P(C2C=CC=CC=2)C2C=CC=CC=2)C=CC=CC=1.C(Br)(Br)(Br)[Br:38]. (4) The reactants are: [CH3:1][C:2]1([CH3:9])[CH2:7][CH2:6][CH2:5][C:4](=O)[CH2:3]1.[C:10]([O:14]C)(=O)[C:11]#[CH:12].[NH3:16]. Given the product [CH3:1][C:2]1([CH3:9])[CH2:3][C:4]2[NH:16][C:10](=[O:14])[CH:11]=[CH:12][C:5]=2[CH2:6][CH2:7]1, predict the reactants needed to synthesize it. (5) The reactants are: [CH:1]1([N:5]2[CH2:10][CH2:9][CH:8]([N:11]3[CH2:20][CH2:19][C:18]4[C:13](=[CH:14][CH:15]=[C:16]([O:21][C:22]5[CH:31]=[CH:30][C:25]([C:26]([O:28]C)=[O:27])=[CH:24][CH:23]=5)[CH:17]=4)[C:12]3=[O:32])[CH2:7][CH2:6]2)[CH2:4][CH2:3][CH2:2]1.[OH-].[Na+].Cl. Given the product [CH:1]1([N:5]2[CH2:10][CH2:9][CH:8]([N:11]3[CH2:20][CH2:19][C:18]4[C:13](=[CH:14][CH:15]=[C:16]([O:21][C:22]5[CH:23]=[CH:24][C:25]([C:26]([OH:28])=[O:27])=[CH:30][CH:31]=5)[CH:17]=4)[C:12]3=[O:32])[CH2:7][CH2:6]2)[CH2:2][CH2:3][CH2:4]1, predict the reactants needed to synthesize it. (6) Given the product [N:18]1([C:14]([C:12]2[O:13][C:9]([S:6]([NH:5][C:1]([CH3:2])([CH3:3])[CH3:4])(=[O:7])=[O:8])=[CH:10][CH:11]=2)=[O:16])[CH2:21][CH2:20][CH2:19]1, predict the reactants needed to synthesize it. The reactants are: [C:1]([NH:5][S:6]([C:9]1[O:13][C:12]([C:14]([O:16]C)=O)=[CH:11][CH:10]=1)(=[O:8])=[O:7])([CH3:4])([CH3:3])[CH3:2].[NH:18]1[CH2:21][CH2:20][CH2:19]1. (7) Given the product [N:1]1([C:5]2[N:10]=[C:9]([S:11][CH3:12])[N:8]=[C:7]([NH:13][NH:14][C:15](=[O:34])[C@H:16]([CH2:28][CH:29]3[CH2:30][CH2:31][CH2:32][CH2:33]3)[CH2:17][N:18]([OH:21])[CH:19]=[O:20])[C:6]=2[F:35])[CH2:2][CH2:3][CH2:4]1, predict the reactants needed to synthesize it. The reactants are: [N:1]1([C:5]2[N:10]=[C:9]([S:11][CH3:12])[N:8]=[C:7]([NH:13][NH:14][C:15](=[O:34])[C@H:16]([CH2:28][CH:29]3[CH2:33][CH2:32][CH2:31][CH2:30]3)[CH2:17][N:18]([O:21]C3CCCCO3)[CH:19]=[O:20])[C:6]=2[F:35])[CH2:4][CH2:3][CH2:2]1.